Dataset: TCR-epitope binding with 47,182 pairs between 192 epitopes and 23,139 TCRs. Task: Binary Classification. Given a T-cell receptor sequence (or CDR3 region) and an epitope sequence, predict whether binding occurs between them. (1) The epitope is NLVPMVATV. The TCR CDR3 sequence is CSVTRQASTDTQYF. Result: 1 (the TCR binds to the epitope). (2) The epitope is RLRAEAQVK. The TCR CDR3 sequence is CASSLPSSNYGYTF. Result: 1 (the TCR binds to the epitope).